Dataset: NCI-60 drug combinations with 297,098 pairs across 59 cell lines. Task: Regression. Given two drug SMILES strings and cell line genomic features, predict the synergy score measuring deviation from expected non-interaction effect. (1) Drug 1: CCCCC(=O)OCC(=O)C1(CC(C2=C(C1)C(=C3C(=C2O)C(=O)C4=C(C3=O)C=CC=C4OC)O)OC5CC(C(C(O5)C)O)NC(=O)C(F)(F)F)O. Drug 2: B(C(CC(C)C)NC(=O)C(CC1=CC=CC=C1)NC(=O)C2=NC=CN=C2)(O)O. Cell line: NCI-H322M. Synergy scores: CSS=35.3, Synergy_ZIP=-1.71, Synergy_Bliss=-2.12, Synergy_Loewe=-19.4, Synergy_HSA=-1.26. (2) Drug 1: CS(=O)(=O)OCCCCOS(=O)(=O)C. Drug 2: C1=NNC2=C1C(=O)NC=N2. Cell line: M14. Synergy scores: CSS=1.02, Synergy_ZIP=-0.107, Synergy_Bliss=0.593, Synergy_Loewe=-0.949, Synergy_HSA=-0.617. (3) Drug 1: CN(C)C1=NC(=NC(=N1)N(C)C)N(C)C. Drug 2: CC1=CC=C(C=C1)C2=CC(=NN2C3=CC=C(C=C3)S(=O)(=O)N)C(F)(F)F. Cell line: PC-3. Synergy scores: CSS=12.5, Synergy_ZIP=-0.966, Synergy_Bliss=6.61, Synergy_Loewe=0.260, Synergy_HSA=5.72. (4) Drug 1: C#CCC(CC1=CN=C2C(=N1)C(=NC(=N2)N)N)C3=CC=C(C=C3)C(=O)NC(CCC(=O)O)C(=O)O. Drug 2: CN(C(=O)NC(C=O)C(C(C(CO)O)O)O)N=O. Cell line: CAKI-1. Synergy scores: CSS=-1.38, Synergy_ZIP=1.03, Synergy_Bliss=0.955, Synergy_Loewe=-5.27, Synergy_HSA=-5.27. (5) Drug 1: CC1OCC2C(O1)C(C(C(O2)OC3C4COC(=O)C4C(C5=CC6=C(C=C35)OCO6)C7=CC(=C(C(=C7)OC)O)OC)O)O. Drug 2: CN(CC1=CN=C2C(=N1)C(=NC(=N2)N)N)C3=CC=C(C=C3)C(=O)NC(CCC(=O)O)C(=O)O. Cell line: SK-OV-3. Synergy scores: CSS=31.5, Synergy_ZIP=-8.31, Synergy_Bliss=-4.30, Synergy_Loewe=-2.37, Synergy_HSA=-2.27. (6) Drug 1: C1=NC2=C(N1)C(=S)N=C(N2)N. Drug 2: C1CNP(=O)(OC1)N(CCCl)CCCl. Cell line: A498. Synergy scores: CSS=15.5, Synergy_ZIP=-0.893, Synergy_Bliss=0.207, Synergy_Loewe=-15.7, Synergy_HSA=-2.38. (7) Cell line: SW-620. Synergy scores: CSS=32.6, Synergy_ZIP=-3.17, Synergy_Bliss=0.329, Synergy_Loewe=2.00, Synergy_HSA=3.81. Drug 1: C1CN1C2=NC(=NC(=N2)N3CC3)N4CC4. Drug 2: CCN(CC)CCCC(C)NC1=C2C=C(C=CC2=NC3=C1C=CC(=C3)Cl)OC. (8) Drug 1: CC1=C2C(C(=O)C3(C(CC4C(C3C(C(C2(C)C)(CC1OC(=O)C(C(C5=CC=CC=C5)NC(=O)C6=CC=CC=C6)O)O)OC(=O)C7=CC=CC=C7)(CO4)OC(=O)C)O)C)OC(=O)C. Drug 2: CC(C)(C#N)C1=CC(=CC(=C1)CN2C=NC=N2)C(C)(C)C#N. Cell line: SF-295. Synergy scores: CSS=-3.22, Synergy_ZIP=0.572, Synergy_Bliss=-2.31, Synergy_Loewe=-5.23, Synergy_HSA=-5.80.